This data is from Forward reaction prediction with 1.9M reactions from USPTO patents (1976-2016). The task is: Predict the product of the given reaction. (1) The product is: [Cl:1][C:2]1[C:3]([F:9])=[CH:4][C:5]([N+:10]([O-:12])=[O:11])=[C:6]([F:8])[CH:7]=1. Given the reactants [Cl:1][C:2]1[CH:7]=[C:6]([F:8])[CH:5]=[CH:4][C:3]=1[F:9].[N+:10]([O-])([OH:12])=[O:11], predict the reaction product. (2) Given the reactants [C:1]([O:5][C:6]([N:8]1[CH2:13][CH2:12][CH:11]([C:14]2[O:23][C:17]3=[CH:18][N:19]=[C:20](Cl)[CH:21]=[C:16]3[CH:15]=2)[CH2:10][CH2:9]1)=[O:7])([CH3:4])([CH3:3])[CH3:2].[F:24][C:25]1[CH:26]=[N:27][CH:28]=[CH:29][C:30]=1B(O)O, predict the reaction product. The product is: [C:1]([O:5][C:6]([N:8]1[CH2:13][CH2:12][CH:11]([C:14]2[O:23][C:17]3=[CH:18][N:19]=[C:20]([C:30]4[CH:29]=[CH:28][N:27]=[CH:26][C:25]=4[F:24])[CH:21]=[C:16]3[CH:15]=2)[CH2:10][CH2:9]1)=[O:7])([CH3:4])([CH3:3])[CH3:2]. (3) Given the reactants [ClH:1].[CH3:2][O:3][C:4]1[CH:5]=[C:6]2[C:11](=[CH:12][CH:13]=1)[CH2:10][NH:9][CH2:8][CH:7]2[CH2:14][CH2:15][NH:16][C:17](=[O:19])[CH3:18].[C:20]1([Bi]([C:20]2[CH:25]=[CH:24][CH:23]=[CH:22][CH:21]=2)[C:20]2[CH:25]=[CH:24][CH:23]=[CH:22][CH:21]=2)[CH:25]=[CH:24][CH:23]=[CH:22][CH:21]=1, predict the reaction product. The product is: [ClH:1].[CH3:2][O:3][C:4]1[CH:5]=[C:6]2[C:11](=[CH:12][CH:13]=1)[CH2:10][N:9]([C:20]1[CH:25]=[CH:24][CH:23]=[CH:22][CH:21]=1)[CH2:8][CH:7]2[CH2:14][CH2:15][NH:16][C:17](=[O:19])[CH3:18]. (4) Given the reactants [Br:1][C:2]1[C:11]([Br:12])=[C:10]([Br:13])[C:9]2[N:14]=[C:15]([NH:16][CH2:17][CH2:18]N)[N:7]3[C:8]=2[C:3]=1[CH2:4][CH2:5][CH2:6]3.[OH:20][CH:21]1CCN[CH2:23][CH2:22]1, predict the reaction product. The product is: [Br:1][C:2]1[C:11]([Br:12])=[C:10]([Br:13])[C:9]2[N:14]=[C:15]([N:16]3[CH2:17][CH2:18][CH:21]([OH:20])[CH2:22][CH2:23]3)[N:7]3[C:8]=2[C:3]=1[CH2:4][CH2:5][CH2:6]3. (5) Given the reactants [CH3:1][C:2]1[N:7]=[C:6]([Sn](CCCC)(CCCC)CCCC)[CH:5]=[CH:4][CH:3]=1.[NH2:21][C:22]1[C:30]2[C:29](Cl)=[N:28][C:27]([S:32][CH3:33])=[N:26][C:25]=2[S:24][C:23]=1[C:34]([O:36][CH2:37][CH3:38])=[O:35], predict the reaction product. The product is: [NH2:21][C:22]1[C:30]2[C:29]([C:6]3[CH:5]=[CH:4][CH:3]=[C:2]([CH3:1])[N:7]=3)=[N:28][C:27]([S:32][CH3:33])=[N:26][C:25]=2[S:24][C:23]=1[C:34]([O:36][CH2:37][CH3:38])=[O:35]. (6) Given the reactants [F:1][C:2]([F:30])([F:29])[C:3]1[CH:28]=[CH:27][C:6]([O:7][CH2:8][C:9]2[NH:13][C:12]3[CH:14]=[CH:15][C:16]([C:18]4[CH:23]=[CH:22][CH:21]=[CH:20][C:19]=4[C:24](=[O:26])[CH3:25])=[CH:17][C:11]=3[N:10]=2)=[CH:5][CH:4]=1.FC(F)(F)S(O[Si:37]([C:40]([CH3:43])([CH3:42])[CH3:41])([CH3:39])[CH3:38])(=O)=O.C(N(CC)CC)C, predict the reaction product. The product is: [C:40]([Si:37]([CH3:39])([CH3:38])[O:26][C:24]([C:19]1[CH:20]=[CH:21][CH:22]=[CH:23][C:18]=1[C:16]1[CH:15]=[CH:14][C:12]2[NH:13][C:9]([CH2:8][O:7][C:6]3[CH:27]=[CH:28][C:3]([C:2]([F:1])([F:29])[F:30])=[CH:4][CH:5]=3)=[N:10][C:11]=2[CH:17]=1)=[CH2:25])([CH3:43])([CH3:42])[CH3:41]. (7) Given the reactants [Si]([O:8][CH:9]1[CH2:14][CH2:13][CH:12]([N:15]2[C:23]3[CH:22]=[CH:21][N:20]=[C:19]([O:24]C)[C:18]=3[C:17]([C:26]3[CH:31]=[CH:30][C:29]([S:32]([NH2:35])(=[O:34])=[O:33])=[CH:28][CH:27]=3)=[N:16]2)[CH2:11][CH2:10]1)(C(C)(C)C)(C)C.[I-].[Na+].Cl[Si](C)(C)C.C(=O)([O-])O.[Na+], predict the reaction product. The product is: [OH:8][CH:9]1[CH2:14][CH2:13][CH:12]([N:15]2[C:23]3[CH:22]=[CH:21][NH:20][C:19](=[O:24])[C:18]=3[C:17]([C:26]3[CH:31]=[CH:30][C:29]([S:32]([NH2:35])(=[O:34])=[O:33])=[CH:28][CH:27]=3)=[N:16]2)[CH2:11][CH2:10]1. (8) Given the reactants [C:1]([O:5][C:6]([NH:8][C:9]1[CH:10]=[C:11]([C@H:15]([NH:18]C(=O)OCC2C=CC=CC=2)[CH2:16][OH:17])[CH:12]=[CH:13][CH:14]=1)=[O:7])([CH3:4])([CH3:3])[CH3:2].[H][H], predict the reaction product. The product is: [NH2:18][C@@H:15]([C:11]1[CH:10]=[C:9]([NH:8][C:6](=[O:7])[O:5][C:1]([CH3:3])([CH3:2])[CH3:4])[CH:14]=[CH:13][CH:12]=1)[CH2:16][OH:17]. (9) Given the reactants CS([C:5]1[N:10]=[C:9]([C:11]2[N:12]=[C:13]([NH2:16])[S:14][CH:15]=2)[CH:8]=[CH:7][N:6]=1)(=O)=O.[CH3:17][C:18]1[CH:19]=[C:20]([CH:22]=[C:23]([CH3:25])[CH:24]=1)[NH2:21], predict the reaction product. The product is: [NH2:16][C:13]1[S:14][CH:15]=[C:11]([C:9]2[CH:8]=[CH:7][N:6]=[C:5]([NH:21][C:20]3[CH:22]=[C:23]([CH3:25])[CH:24]=[C:18]([CH3:17])[CH:19]=3)[N:10]=2)[N:12]=1.